From a dataset of Full USPTO retrosynthesis dataset with 1.9M reactions from patents (1976-2016). Predict the reactants needed to synthesize the given product. (1) Given the product [CH3:1][O:2][C:3]1[C:8]2[N:9]=[C:10]([NH:12][C:26]([C:28]3[N:29]([CH3:36])[C:30]([CH2:33][O:34][CH3:35])=[N:31][CH:32]=3)=[O:25])[S:11][C:7]=2[C:6]([N:13]2[CH2:18][CH2:17][O:16][CH2:15][CH2:14]2)=[CH:5][CH:4]=1, predict the reactants needed to synthesize it. The reactants are: [CH3:1][O:2][C:3]1[C:8]2[N:9]=[C:10]([NH2:12])[S:11][C:7]=2[C:6]([N:13]2[CH2:18][CH2:17][O:16][CH2:15][CH2:14]2)=[CH:5][CH:4]=1.C1([O:25][C:26]([C:28]2[N:29]([CH3:36])[C:30]([CH2:33][O:34][CH3:35])=[N:31][CH:32]=2)=O)C=CC=CC=1. (2) Given the product [Cl:17][C:18]1[CH:23]=[CH:22][CH:21]=[CH:20][C:19]=1[S:24]([C:27]1[CH:32]=[CH:31][C:30]([C@@:33]([OH:39])([CH3:38])[C:34]([F:36])([F:37])[F:35])=[CH:29][CH:28]=1)(=[O:26])=[O:25], predict the reactants needed to synthesize it. The reactants are: C(OC(=O)C(C)(C)CC1C=CC(S)=CC=1)C.[Cl:17][C:18]1[CH:23]=[CH:22][CH:21]=[CH:20][C:19]=1[S:24]([C:27]1[CH:32]=[CH:31][C:30]([C:33]([OH:39])([CH3:38])[C:34]([F:37])([F:36])[F:35])=[CH:29][CH:28]=1)(=[O:26])=[O:25]. (3) Given the product [CH3:1][O:2][C:3]1[CH:7]=[C:6]([C:8]([NH:23][C:24]2[CH:25]=[C:26]([O:27][C:28]3[CH:29]=[CH:30][C:31]4[N:32]([CH:34]=[C:35]([NH:37][C:38]([CH:40]5[CH2:42][CH:41]5[CH3:43])=[O:39])[N:36]=4)[N:33]=3)[CH:44]=[CH:45][C:46]=2[CH3:47])=[O:10])[N:5]([CH3:11])[N:4]=1, predict the reactants needed to synthesize it. The reactants are: [CH3:1][O:2][C:3]1[CH:7]=[C:6]([C:8]([OH:10])=O)[N:5]([CH3:11])[N:4]=1.CN(C)C=O.C(Cl)(=O)C(Cl)=O.[NH2:23][C:24]1[CH:25]=[C:26]([CH:44]=[CH:45][C:46]=1[CH3:47])[O:27][C:28]1[CH:29]=[CH:30][C:31]2[N:32]([CH:34]=[C:35]([NH:37][C:38]([CH:40]3[CH2:42][CH:41]3[CH3:43])=[O:39])[N:36]=2)[N:33]=1. (4) Given the product [F:1][C:2]1([F:25])[CH2:7][CH2:6][CH2:5][C:4]([CH2:9][NH:10][C:11]([C:13]2[C:14]3[CH:15]=[CH:16][C:17]([N:38]4[CH2:39][CH2:40][C:36]([F:41])([F:35])[CH2:37]4)=[N:18][C:19]=3[CH:20]=[CH:21][C:22]=2[Cl:23])=[O:12])([OH:8])[CH2:3]1, predict the reactants needed to synthesize it. The reactants are: [F:1][C:2]1([F:25])[CH2:7][CH2:6][CH2:5][C:4]([CH2:9][NH:10][C:11]([C:13]2[C:14]3[CH:15]=[CH:16][C:17](Cl)=[N:18][C:19]=3[CH:20]=[CH:21][C:22]=2[Cl:23])=[O:12])([OH:8])[CH2:3]1.CCN(C(C)C)C(C)C.[F:35][C:36]1([F:41])[CH2:40][CH2:39][NH:38][CH2:37]1. (5) Given the product [Cl:28][C:26]1[CH:27]=[C:9]([Cl:8])[C:10]([O:11][C:12]2[N:16]([CH3:17])[N:15]=[C:14]([CH3:18])[C:13]=2[CH2:19][CH:20]([CH3:21])[CH3:22])=[CH:24][C:25]=1[OH:29], predict the reactants needed to synthesize it. The reactants are: C([SiH](CC)CC)C.[Cl:8][C:9]1[CH:27]=[C:26]([Cl:28])[C:25]([O:29]CC2C=CC(OC)=CC=2)=[CH:24][C:10]=1[O:11][C:12]1[N:16]([CH3:17])[N:15]=[C:14]([CH3:18])[C:13]=1[CH:19](O)[CH:20]([CH3:22])[CH3:21]. (6) Given the product [Cl:1][C:2]1[CH:3]=[CH:4][C:5]([C:28]([F:31])([F:29])[F:30])=[C:6]([CH:27]=1)[CH2:7][N:8]1[CH2:13][CH2:12][NH:11][C:10]2[N:14]=[CH:15][C:16]([C:18]3[CH:26]=[CH:25][C:21]([C:22]([N:32]4[CH2:37][CH2:36][CH:35]([N:38]5[CH2:43][CH2:42][O:41][CH2:40][CH2:39]5)[CH2:34][CH2:33]4)=[O:24])=[CH:20][CH:19]=3)=[CH:17][C:9]1=2, predict the reactants needed to synthesize it. The reactants are: [Cl:1][C:2]1[CH:3]=[CH:4][C:5]([C:28]([F:31])([F:30])[F:29])=[C:6]([CH:27]=1)[CH2:7][N:8]1[CH2:13][CH2:12][NH:11][C:10]2[N:14]=[CH:15][C:16]([C:18]3[CH:26]=[CH:25][C:21]([C:22]([OH:24])=O)=[CH:20][CH:19]=3)=[CH:17][C:9]1=2.[NH:32]1[CH2:37][CH2:36][CH:35]([N:38]2[CH2:43][CH2:42][O:41][CH2:40][CH2:39]2)[CH2:34][CH2:33]1. (7) Given the product [CH:18]1([C:21]2[C:22]([N:31]3[CH2:36][CH2:35][N:34]([C:11]([C:10]4[CH:14]=[CH:15][C:7]([N:3]5[CH2:4][CH2:5][CH2:6][S:2]5(=[O:1])=[O:17])=[CH:8][C:9]=4[CH3:16])=[O:13])[CH2:33][CH2:32]3)=[N:23][CH:24]=[C:25]([C:27]([F:30])([F:28])[F:29])[CH:26]=2)[CH2:19][CH2:20]1, predict the reactants needed to synthesize it. The reactants are: [O:1]=[S:2]1(=[O:17])[CH2:6][CH2:5][CH2:4][N:3]1[C:7]1[CH:15]=[CH:14][C:10]([C:11]([OH:13])=O)=[C:9]([CH3:16])[CH:8]=1.[CH:18]1([C:21]2[C:22]([N:31]3[CH2:36][CH2:35][NH:34][CH2:33][CH2:32]3)=[N:23][CH:24]=[C:25]([C:27]([F:30])([F:29])[F:28])[CH:26]=2)[CH2:20][CH2:19]1. (8) Given the product [CH3:3][CH:2]([C:4]1[CH:9]=[CH:8][C:7]([S:10]([CH2:11][CH:12]2[CH2:17][CH2:16][CH2:15][CH2:14][CH:13]2[NH:18][S:19]([CH2:22][CH3:23])(=[O:20])=[O:21])=[O:32])=[CH:6][CH:5]=1)[CH3:1], predict the reactants needed to synthesize it. The reactants are: [CH3:1][CH:2]([C:4]1[CH:9]=[CH:8][C:7]([S:10][CH2:11][C@@H:12]2[CH2:17][CH2:16][CH2:15][CH2:14][C@H:13]2[NH:18][S:19]([CH2:22][CH3:23])(=[O:21])=[O:20])=[CH:6][CH:5]=1)[CH3:3].ClC1C=CC=C(C(OO)=[O:32])C=1.C(=O)([O-])O.[Na+].S([O-])([O-])(=O)=S.[Na+].[Na+]. (9) Given the product [CH2:1]([O:3][C:4](=[O:39])[CH2:5][C:6]1[CH:7]=[C:8]([C:14]2[CH:19]=[CH:18][C:17]([C:20]([F:21])([F:22])[F:23])=[CH:16][C:15]=2[CH2:24][N:25]([CH2:37][CH3:38])[C:26]([NH:34][C:35]#[N:36])=[N:47][CH2:46][C:45]2[CH:48]=[CH:49][C:42]([O:41][CH3:40])=[CH:43][CH:44]=2)[C:9]([O:12][CH3:13])=[CH:10][CH:11]=1)[CH3:2], predict the reactants needed to synthesize it. The reactants are: [CH2:1]([O:3][C:4](=[O:39])[CH2:5][C:6]1[CH:7]=[C:8]([C:14]2[CH:19]=[CH:18][C:17]([C:20]([F:23])([F:22])[F:21])=[CH:16][C:15]=2[CH2:24][N:25]([CH2:37][CH3:38])[C:26](=[N:34][C:35]#[N:36])OC2C=CC=CC=2)[C:9]([O:12][CH3:13])=[CH:10][CH:11]=1)[CH3:2].[CH3:40][O:41][C:42]1[CH:49]=[CH:48][C:45]([CH2:46][NH2:47])=[CH:44][CH:43]=1. (10) Given the product [CH3:1][O:2][C:3]1[CH:10]=[CH:9][C:6]([CH:7]=[CH:14][N+:11]([O-:13])=[O:12])=[CH:5][CH:4]=1, predict the reactants needed to synthesize it. The reactants are: [CH3:1][O:2][C:3]1[CH:10]=[CH:9][C:6]([CH:7]=O)=[CH:5][CH:4]=1.[N+:11]([CH3:14])([O-:13])=[O:12].[OH-].[Na+].Cl.O.